This data is from Human liver microsome stability data. The task is: Regression/Classification. Given a drug SMILES string, predict its absorption, distribution, metabolism, or excretion properties. Task type varies by dataset: regression for continuous measurements (e.g., permeability, clearance, half-life) or binary classification for categorical outcomes (e.g., BBB penetration, CYP inhibition). Dataset: hlm. (1) The drug is COC(=O)C(Cc1ccccc1)NC(=O)c1cc2c(=O)n3ccccc3nc2n(Cc2ccccc2)c1=N. The result is 1 (stable in human liver microsomes). (2) The molecule is Oc1c(CNc2ccccn2)ccc2cccnc12. The result is 1 (stable in human liver microsomes).